From a dataset of Catalyst prediction with 721,799 reactions and 888 catalyst types from USPTO. Predict which catalyst facilitates the given reaction. (1) Reactant: C[Si]([N-][Si](C)(C)C)(C)C.[Li+].[N:11]1([C:20]([O:22][CH2:23][C:24]2[CH:29]=[CH:28][CH:27]=[CH:26][CH:25]=2)=[O:21])[CH2:15][CH2:14][CH:13]([C:16]([O:18][CH3:19])=[O:17])[CH2:12]1.[CH3:30]I.[Cl-].[NH4+]. Product: [CH3:30][C:13]1([C:16]([O:18][CH3:19])=[O:17])[CH2:14][CH2:15][N:11]([C:20]([O:22][CH2:23][C:24]2[CH:29]=[CH:28][CH:27]=[CH:26][CH:25]=2)=[O:21])[CH2:12]1. The catalyst class is: 1. (2) Reactant: C(OC([N:8]1[CH2:12][CH2:11][CH2:10][C@H:9]1[CH2:13][O:14][C:15]1[CH:20]=[CH:19][C:18]([O:21][C:22]2[CH:27]=[CH:26][C:25]([Cl:28])=[CH:24][CH:23]=2)=[CH:17][CH:16]=1)=O)(C)(C)C.Cl. Product: [ClH:28].[Cl:28][C:25]1[CH:26]=[CH:27][C:22]([O:21][C:18]2[CH:19]=[CH:20][C:15]([O:14][CH2:13][C@@H:9]3[CH2:10][CH2:11][CH2:12][NH:8]3)=[CH:16][CH:17]=2)=[CH:23][CH:24]=1. The catalyst class is: 12. (3) Product: [ClH:39].[NH:17]1[C:13]([C:11]2[C:12]3[C:7]([CH:8]=[CH:9][CH:10]=2)=[N:6][N:5]2[C:24]([CH:26]4[CH2:31][CH2:30][NH:29][CH2:28][CH2:27]4)=[CH:25][C:2](=[O:1])[NH:3][C:4]=32)=[CH:14][N:15]=[CH:16]1. The catalyst class is: 12. Reactant: [O:1]=[C:2]1[CH:25]=[C:24]([CH:26]2[CH2:31][CH2:30][N:29](C(OC(C)(C)C)=O)[CH2:28][CH2:27]2)[N:5]2[N:6]=[C:7]3[C:12]([C:11]([C:13]4[N:17](C5CCCCO5)[CH:16]=[N:15][CH:14]=4)=[CH:10][CH:9]=[CH:8]3)=[C:4]2[NH:3]1.[ClH:39]. (4) Reactant: [CH3:1][O:2][N:3]([CH3:22])[C:4](=[O:21])[C:5]1[CH:10]=[CH:9][C:8]([C:11]([F:14])([F:13])[F:12])=[N:7][C:6]=1[C:15]#[C:16][Si](C)(C)C.[OH-].[Na+]. Product: [C:15]([C:6]1[N:7]=[C:8]([C:11]([F:14])([F:12])[F:13])[CH:9]=[CH:10][C:5]=1[C:4]([N:3]([O:2][CH3:1])[CH3:22])=[O:21])#[CH:16]. The catalyst class is: 87. (5) Reactant: [Cl:1][C:2]1[N:7]=[C:6]([C:8]([O:10][CH3:11])=[O:9])[CH:5]=[CH:4][C:3]=1[OH:12].[H-].[Na+].CS(O[CH2:20][CH:21]1[CH2:24][C:23]([F:26])([F:25])[CH2:22]1)(=O)=O.O. Product: [Cl:1][C:2]1[N:7]=[C:6]([C:8]([O:10][CH3:11])=[O:9])[CH:5]=[CH:4][C:3]=1[O:12][CH2:20][CH:21]1[CH2:24][C:23]([F:26])([F:25])[CH2:22]1. The catalyst class is: 3. (6) Reactant: [Br:1][C:2]1[CH:10]=[CH:9][C:8]([Cl:11])=[CH:7][C:3]=1[C:4]([OH:6])=[O:5].[C:12](Cl)(=O)C(Cl)=O.CO. Product: [Br:1][C:2]1[CH:10]=[CH:9][C:8]([Cl:11])=[CH:7][C:3]=1[C:4]([O:6][CH3:12])=[O:5]. The catalyst class is: 120.